From a dataset of Forward reaction prediction with 1.9M reactions from USPTO patents (1976-2016). Predict the product of the given reaction. (1) Given the reactants [P:1]([O-:5])([O-:4])([OH:3])=[O:2].[NH4+].[NH4+].N(CC(O)=O)CC(O)=O.[NH:17]1[C:21]2[CH:22]=[CH:23][CH:24]=[CH:25][C:20]=2[N:19]=[N:18]1.[OH:26][OH:27], predict the reaction product. The product is: [OH:26][OH:27].[NH:17]1[C:21]2[CH:22]=[CH:23][CH:24]=[CH:25][C:20]=2[N:19]=[N:18]1.[P:1](=[O:2])([OH:5])([OH:4])[OH:3]. (2) Given the reactants C([O:8][C:9]1[CH:14]=[CH:13][C:12]([N:15]2[CH2:19][CH2:18][CH:17]([CH2:20][C:21]([O:23][CH2:24][CH3:25])=[O:22])[C:16]2=[O:26])=[C:11]([N+:27]([O-])=O)[CH:10]=1)C1C=CC=CC=1.C1COCC1.[H][H], predict the reaction product. The product is: [NH2:27][C:11]1[CH:10]=[C:9]([OH:8])[CH:14]=[CH:13][C:12]=1[N:15]1[CH2:19][CH2:18][CH:17]([CH2:20][C:21]([O:23][CH2:24][CH3:25])=[O:22])[C:16]1=[O:26]. (3) Given the reactants [CH3:1][O:2][CH2:3][CH2:4][CH2:5][CH2:6][N:7]1[C:11]2[CH:12]=[CH:13][CH:14]=[CH:15][C:10]=2[N:9]=[C:8]1[C:16]([N:18]([CH2:35][CH:36]([CH3:38])[CH3:37])[C@H:19]1[CH2:24][C@@H:23]([CH:25]2[CH2:27][O:26]2)[CH2:22][N:21]([C:28]([O:30][C:31]([CH3:34])([CH3:33])[CH3:32])=[O:29])[CH2:20]1)=[O:17].[CH3:39][O-:40].[Na+].CO, predict the reaction product. The product is: [OH:26][CH:25]([C@@H:23]1[CH2:24][C@H:19]([N:18]([C:16]([C:8]2[N:7]([CH2:6][CH2:5][CH2:4][CH2:3][O:2][CH3:1])[C:11]3[CH:12]=[CH:13][CH:14]=[CH:15][C:10]=3[N:9]=2)=[O:17])[CH2:35][CH:36]([CH3:38])[CH3:37])[CH2:20][N:21]([C:28]([O:30][C:31]([CH3:32])([CH3:34])[CH3:33])=[O:29])[CH2:22]1)[CH2:27][O:40][CH3:39]. (4) The product is: [Cl:20][C:15]1[CH:14]=[C:13]([CH:18]=[CH:17][C:16]=1[O:19][C:2]1[C:3]2[N:10]([CH3:11])[CH:9]=[CH:8][C:4]=2[N:5]=[CH:6][N:7]=1)[NH2:12]. Given the reactants Cl[C:2]1[C:3]2[N:10]([CH3:11])[CH:9]=[CH:8][C:4]=2[N:5]=[CH:6][N:7]=1.[NH2:12][C:13]1[CH:18]=[CH:17][C:16]([OH:19])=[C:15]([Cl:20])[CH:14]=1.C(=O)([O-])[O-].[K+].[K+], predict the reaction product. (5) Given the reactants [CH2:1]([C:3]1[CH:8]=[CH:7][C:6]([CH:9]2[CH2:14][N:13]([C:15]([N:17]3[CH2:22][CH2:21][S:20][CH2:19][CH2:18]3)=[O:16])[CH2:12][CH:11]([C:23]([O:25]C)=[O:24])[CH2:10]2)=[CH:5][C:4]=1[F:27])[CH3:2].CC(C)([O-])C.[K+], predict the reaction product. The product is: [CH2:1]([C:3]1[CH:8]=[CH:7][C:6]([CH:9]2[CH2:14][N:13]([C:15]([N:17]3[CH2:22][CH2:21][S:20][CH2:19][CH2:18]3)=[O:16])[CH2:12][CH:11]([C:23]([OH:25])=[O:24])[CH2:10]2)=[CH:5][C:4]=1[F:27])[CH3:2].